Dataset: Forward reaction prediction with 1.9M reactions from USPTO patents (1976-2016). Task: Predict the product of the given reaction. (1) Given the reactants [CH:1]1([N:7]2[CH:13](C)[CH2:12][CH2:11][C:10]3[CH:15]=[C:16]([O:19]C)[CH:17]=[CH:18][C:9]=3[C:8]2=[O:21])[CH2:6][CH2:5][CH2:4][CH2:3][CH2:2]1.[C:22](O)(=O)C.Br, predict the reaction product. The product is: [CH:6]1([CH2:1][N:7]2[CH2:13][CH2:12][CH2:11][C:10]3[CH:15]=[C:16]([OH:19])[CH:17]=[CH:18][C:9]=3[C:8]2=[O:21])[CH2:22][CH2:2][CH2:3][CH2:4][CH2:5]1. (2) Given the reactants [Cl:1][C:2]1[CH:7]=[CH:6][CH:5]=[CH:4][C:3]=1[C:8]1[N:9]=[C:10]([NH2:13])[S:11][CH:12]=1.C[O:15][C:16](=[O:22])/[CH:17]=[CH:18]\[C:19](N)=[O:20], predict the reaction product. The product is: [Cl:1][C:2]1[CH:7]=[CH:6][CH:5]=[CH:4][C:3]=1[C:8]1[N:9]=[C:10]([NH:13][C:19](=[O:20])/[CH:18]=[CH:17]\[C:16]([OH:22])=[O:15])[S:11][CH:12]=1.